This data is from Catalyst prediction with 721,799 reactions and 888 catalyst types from USPTO. The task is: Predict which catalyst facilitates the given reaction. (1) Reactant: BrC[CH2:3][C:4]1[CH:9]=[CH:8][C:7]([C:10]2[CH:15]=[CH:14][CH:13]=[CH:12][CH:11]=2)=[C:6]([N+:16]([O-:18])=[O:17])[CH:5]=1.[C:19]1(=[O:29])[NH:23][C:22](=[O:24])[C:21]2=[CH:25][CH:26]=[CH:27][CH:28]=[C:20]12.[K]. Product: [N+:16]([C:6]1[CH:5]=[C:4]([CH2:3][N:23]2[C:19](=[O:29])[C:20]3[C:21](=[CH:25][CH:26]=[CH:27][CH:28]=3)[C:22]2=[O:24])[CH:9]=[CH:8][C:7]=1[C:10]1[CH:11]=[CH:12][CH:13]=[CH:14][CH:15]=1)([O-:18])=[O:17]. The catalyst class is: 9. (2) Reactant: [N:1]1([C:6]2[CH:7]=[C:8]([CH3:23])[C:9]3[N:13]=[C:12]([C:14]4[C:15](=[O:21])[NH:16][CH:17]=[CH:18][C:19]=4I)[NH:11][C:10]=3[CH:22]=2)[CH:5]=[CH:4][N:3]=[CH:2]1.[CH3:24][OH:25].[N:26]1[CH:31]=[CH:30][CH:29]=[CH:28][CH:27]=1.[F-].[Cs+]. Product: [N:1]1([C:6]2[CH:7]=[C:8]([CH3:23])[C:9]3[N:13]=[C:12]([C:14]4[C:15](=[O:21])[NH:16][CH:17]=[CH:18][C:19]=4[O:25][CH2:24][C:27]4[CH:28]=[CH:29][CH:30]=[CH:31][N:26]=4)[NH:11][C:10]=3[CH:22]=2)[CH:5]=[CH:4][N:3]=[CH:2]1. The catalyst class is: 3. (3) Reactant: [CH3:1][C:2]1[N:11]([C:12]2[CH:17]=[CH:16][CH:15]=[C:14]([C:18]([F:21])([F:20])[F:19])[CH:13]=2)[C:10](=[O:22])[C:9]2[C:4](=[CH:5][CH:6]=[CH:7][C:8]=2[N+:23]([O-])=O)[N:3]=1.O.[SH-].[Na+]. Product: [NH2:23][C:8]1[CH:7]=[CH:6][CH:5]=[C:4]2[C:9]=1[C:10](=[O:22])[N:11]([C:12]1[CH:17]=[CH:16][CH:15]=[C:14]([C:18]([F:21])([F:20])[F:19])[CH:13]=1)[C:2]([CH3:1])=[N:3]2. The catalyst class is: 24.